From a dataset of Catalyst prediction with 721,799 reactions and 888 catalyst types from USPTO. Predict which catalyst facilitates the given reaction. Reactant: [CH2:1]([NH:8][CH2:9][C@@H:10]1[CH2:15][CH2:14][C@H:13]([NH:16][C:17]2[N+:18]([O-:25])=[CH:19][C:20]([CH3:24])=[C:21](Cl)[CH:22]=2)[CH2:12][CH2:11]1)[C:2]1[CH:7]=[CH:6][CH:5]=[CH:4][CH:3]=1.[NH:26]([CH3:28])[CH3:27].C(O)CCC.C([O-])(O)=O.[Na+]. Product: [CH2:1]([NH:8][CH2:9][C@@H:10]1[CH2:15][CH2:14][C@H:13]([NH:16][C:17]2[N+:18]([O-:25])=[CH:19][C:20]([CH3:24])=[C:21]([N:26]([CH3:28])[CH3:27])[CH:22]=2)[CH2:12][CH2:11]1)[C:2]1[CH:7]=[CH:6][CH:5]=[CH:4][CH:3]=1. The catalyst class is: 22.